The task is: Binary Classification. Given a miRNA mature sequence and a target amino acid sequence, predict their likelihood of interaction.. This data is from Experimentally validated miRNA-target interactions with 360,000+ pairs, plus equal number of negative samples. (1) The miRNA is mmu-miR-3065-5p with sequence UCAACAAAAUCACUGAUGCUGG. Result: 0 (no interaction). The protein sequence of the target gene is MAGLQRLASHLPVGVMLPHNTTEAPGPHSAKQDSYEQGDSSQQSLKGHLRNNFQKQLLSNKELILDKVYTHPKWNTQTKARSYSYPHCTGISQQDPESDSQGQGNGLFYSSGPQSWYPKANNQDFIPFTKKRVGVDRAFPLKPMVHRKSCSTGEAGTDGDHNVYPRPPEPREFSSRNFGVRNQGNFSVVGTVLAATQAEKAVANFDRTEWVQIRRLEAAGESLEEEIRRKQILLRGKLKKTEEELRRIQTQKEQAKENENGELQKIILPRSRVKGNKSNTMYKPIFSPEFEFEEEFSRDR.... (2) Result: 1 (interaction). The miRNA is hsa-miR-32-5p with sequence UAUUGCACAUUACUAAGUUGCA. The protein sequence of the target gene is MEDGVYEPPDLTPEERMELENIRRRKQELLVEIQRLREELSEAMSEVEGLEANEGSKTLQRNRKMAMGRKKFNMDPKKGIQFLVENELLQNTPEEIARFLYKGEGLNKTAIGDYLGEREELNLAVLHAFVDLHEFTDLNLVQALRQFLWSFRLPGEAQKIDRMMEAFAQRYCLCNPGVFQSTDTCYVLSFAVIMLNTSLHNPNVRDKPGLERFVAMNRGINEGGDLPEELLRNLYDSIRNEPFKIPEDDGNDLTHTFFNPDREGWLLKLGGGRVKTWKRRWFILTDNCLYYFEYTTDKEP.... (3) The miRNA is hsa-miR-616-5p with sequence ACUCAAAACCCUUCAGUGACUU. The protein sequence of the target gene is METQLSNGPTCNNTANGPTTINNNCSSPVDSGNTEDSKTNLIVNYLPQNMTQEELKSLFGSIGEIESCKLVRDKITGQSLGYGFVNYIDPKDAEKAINTLNGLRLQTKTIKVSYARPSSASIRDANLYVSGLPKTMTQKELEQLFSQYGRIITSRILVDQVTGISRGVGFIRFDKRIEAEEAIKGLNGQKPPGATEPITVKFANNPSQKTNQAILSQLYQSPNRRYPGPLAQQAQRFRLDNLLNMAYGVKRFSPMTIDGMTSLAGINIPGHPGTGWCIFVYNLAPDADESILWQMFGPFG.... Result: 1 (interaction). (4) The miRNA is hsa-miR-628-3p with sequence UCUAGUAAGAGUGGCAGUCGA. The protein sequence of the target gene is MASNSLFSTVTPCQQNFFWDPSTSRRFSPPSSSLQPGKMSDVSPVVAAQQQQQQQQQQQQQQQQQQQQQQQEAAAAAAAAAAAAAAAAAVPRLRPPHDNRTMVEIIADHPAELVRTDSPNFLCSVLPSHWRCNKTLPVAFKVVALGEVPDGTVVTVMAGNDENYSAELRNASAVMKNQVARFNDLRFVGRSGRGKSFTLTITVFTNPPQVATYHRAIKVTVDGPREPRRHRQKLDDSKPSLFSDRLSDLGRIPHPSMRVGVPPQNPRPSLNSAPSPFNPQGQSQITDPRQAQSSPPWSYD.... Result: 1 (interaction). (5) The miRNA is hsa-miR-296-5p with sequence AGGGCCCCCCCUCAAUCCUGU. The protein sequence of the target gene is MAATGTAAAAATGKLLVLLLLGLTAPAAALAGYIEALAANAGTGFAVAEPQIAMFCGKLNMHVNIQTGKWEPDPTGTKSCLGTKEEVLQYCQEIYPELQITNVMEANQPVNIDSWCRRDKRQCKSHIVIPFKCLVGEFVSDVLLVPDNCQFFHQERMEVCEKHQRWHTLVKEACLTEGLTLYSYGMLLPCGVDQFHGTEYVCCPQTKTVDSDSTMSKEEEEEEEDEEDEEEDYDLDKSEFPTEADLEDFTEAAADEEEEDEEEGEEVVEDRDYYYDPFKGDDYNEENPTEPSSEGTISDK.... Result: 0 (no interaction).